The task is: Predict the product of the given reaction.. This data is from Forward reaction prediction with 1.9M reactions from USPTO patents (1976-2016). (1) The product is: [CH2:1]([N:8]1[C:16]2[C:11](=[CH:12][C:13]([N:17]3[CH:18]=[CH:19][CH:20]=[CH:21]3)=[CH:14][CH:15]=2)[C:10]([C:22]2[CH:27]=[CH:26][CH:25]=[CH:24][CH:23]=2)=[C:9]1[C:28]([OH:30])=[O:29])[C:2]1[CH:7]=[CH:6][CH:5]=[CH:4][CH:3]=1. Given the reactants [CH2:1]([N:8]1[C:16]2[C:11](=[CH:12][C:13]([N:17]3[CH:21]=[CH:20][CH:19]=[CH:18]3)=[CH:14][CH:15]=2)[C:10]([C:22]2[CH:27]=[CH:26][CH:25]=[CH:24][CH:23]=2)=[C:9]1[C:28]([O:30]CC)=[O:29])[C:2]1[CH:7]=[CH:6][CH:5]=[CH:4][CH:3]=1.O.[OH-].[Li+], predict the reaction product. (2) Given the reactants FC(F)(F)C(O)=O.[Br:8][C:9]1[CH:14]=[CH:13][N:12]=[C:11]2[NH:15][C:16]([CH2:18][C:19]([OH:21])=O)=[CH:17][C:10]=12.[CH3:22][N:23](C(ON1N=NC2C=CC=CC1=2)=[N+](C)C)[CH3:24].[B-](F)(F)(F)F.C(N(CC)C(C)C)(C)C.CNC, predict the reaction product. The product is: [Br:8][C:9]1[CH:14]=[CH:13][N:12]=[C:11]2[NH:15][C:16]([CH2:18][C:19]([N:23]([CH3:24])[CH3:22])=[O:21])=[CH:17][C:10]=12. (3) The product is: [CH:1]1([CH2:7][N:8]2[C:12]([C:13]3[CH:14]=[C:15]([C:23]([CH3:26])([CH3:25])[CH3:24])[CH:16]=[C:17]([C:19]([CH3:21])([CH3:20])[CH3:22])[CH:18]=3)=[CH:11][C:10]([C:27](=[O:28])[CH3:34])=[C:9]2[CH3:33])[CH2:2][CH2:3][CH2:4][CH2:5][CH2:6]1. Given the reactants [CH:1]1([CH2:7][N:8]2[C:12]([C:13]3[CH:18]=[C:17]([C:19]([CH3:22])([CH3:21])[CH3:20])[CH:16]=[C:15]([C:23]([CH3:26])([CH3:25])[CH3:24])[CH:14]=3)=[CH:11][C:10]([C:27](N(OC)C)=[O:28])=[C:9]2[CH3:33])[CH2:6][CH2:5][CH2:4][CH2:3][CH2:2]1.[CH3:34][Mg+].[Br-], predict the reaction product. (4) Given the reactants [CH3:1][CH2:2][O-:3].[Na+].C(C(CC)(C([O-])=O)C([O-])=O)C.[CH3:16][O:17][C:18]1[CH:23]=[CH:22][CH:21]=[CH:20][C:19]=1[CH:24]=[CH:25][C:26](=[O:28])[CH3:27], predict the reaction product. The product is: [CH3:16][O:17][C:18]1[CH:23]=[CH:22][CH:21]=[CH:20][C:19]=1[CH:24]1[CH2:1][C:2](=[O:3])[CH2:27][C:26](=[O:28])[CH2:25]1. (5) Given the reactants C([O:3][C:4](=[O:41])[CH:5]([C:16]1[CH:21]=[CH:20][C:19](/[CH:22]=[CH:23]/[C:24](=[O:40])[NH:25][C:26]2[CH:31]=[CH:30][CH:29]=[CH:28][C:27]=2[NH:32][C:33]([O:35][C:36]([CH3:39])([CH3:38])[CH3:37])=[O:34])=[CH:18][CH:17]=1)[CH2:6][CH2:7][O:8][Si:9]([C:12]([CH3:15])([CH3:14])[CH3:13])([CH3:11])[CH3:10])C.O[Li].O, predict the reaction product. The product is: [C:36]([O:35][C:33]([NH:32][C:27]1[CH:28]=[CH:29][CH:30]=[CH:31][C:26]=1[NH:25][C:24](/[CH:23]=[CH:22]/[C:19]1[CH:18]=[CH:17][C:16]([CH:5]([CH2:6][CH2:7][O:8][Si:9]([C:12]([CH3:15])([CH3:14])[CH3:13])([CH3:11])[CH3:10])[C:4]([OH:41])=[O:3])=[CH:21][CH:20]=1)=[O:40])=[O:34])([CH3:38])([CH3:37])[CH3:39]. (6) Given the reactants C[Si]([C:5]#[C:6][C:7]1[CH:8]=[C:9]([O:14][CH:15]([C:17]2[C:22]([Cl:23])=[CH:21][CH:20]=[C:19]([F:24])[C:18]=2[Cl:25])[CH3:16])[C:10]([NH2:13])=[N:11][CH:12]=1)(C)C.C([O-])([O-])=O.[K+].[K+], predict the reaction product. The product is: [C:6]([C:7]1[CH:8]=[C:9]([O:14][CH:15]([C:17]2[C:22]([Cl:23])=[CH:21][CH:20]=[C:19]([F:24])[C:18]=2[Cl:25])[CH3:16])[C:10]([NH2:13])=[N:11][CH:12]=1)#[CH:5]. (7) Given the reactants [CH3:1][O:2][C:3]1[CH:8]=[CH:7][C:6](/[CH:9]=[CH:10]/[CH2:11][C:12]([OH:14])=O)=[CH:5][CH:4]=1.F[B-](F)(F)F.[N:20]1([O:29][C:30](N(C)C)=[N+](C)C)[C:24]2C=CC=CC=2N=N1.CCN(CC)CC, predict the reaction product. The product is: [CH3:30][O:29][N:20]([CH3:24])[C:12](=[O:14])[CH2:11]/[CH:10]=[CH:9]/[C:6]1[CH:5]=[CH:4][C:3]([O:2][CH3:1])=[CH:8][CH:7]=1. (8) Given the reactants F[C:2]1[C:3]([CH3:23])=[N:4][C:5]2[C:10]([N:11]=1)=[C:9]([C:12]1[NH:20][C:19]3[CH:18]([CH3:21])[CH2:17][NH:16][C:15](=[O:22])[C:14]=3[CH:13]=1)[CH:8]=[CH:7][CH:6]=2.[CH3:24][NH2:25], predict the reaction product. The product is: [CH3:21][CH:18]1[CH2:17][NH:16][C:15](=[O:22])[C:14]2[CH:13]=[C:12]([C:9]3[CH:8]=[CH:7][CH:6]=[C:5]4[C:10]=3[N:11]=[C:2]([NH:25][CH3:24])[C:3]([CH3:23])=[N:4]4)[NH:20][C:19]1=2. (9) The product is: [CH3:1][C:2]1[N:7]=[C:6]2[S:8][C:9]3[CH2:14][CH2:13][CH2:12][CH2:11][C:10]=3[C:5]2=[C:4]([C:15]2[CH:16]=[CH:17][C:18]([CH2:21][CH3:22])=[CH:19][CH:20]=2)[C:3]=1[CH:23]([CH2:39][CH2:38][CH3:42])[C:24]([O:26][CH3:27])=[O:25]. Given the reactants [CH3:1][C:2]1[N:7]=[C:6]2[S:8][C:9]3[CH2:14][CH2:13][CH2:12][CH2:11][C:10]=3[C:5]2=[C:4]([C:15]2[CH:20]=[CH:19][C:18]([CH2:21][CH3:22])=[CH:17][CH:16]=2)[C:3]=1[CH2:23][C:24]([O:26][CH3:27])=[O:25].[Li+].C[Si]([N-][Si](C)(C)C)(C)C.[CH2:38]1[CH2:42]OC[CH2:39]1.ICCC, predict the reaction product. (10) Given the reactants S(OCC)(O[CH2:5][CH3:6])(=O)=O.[OH:10][C:11](=[CH:15][C:16]1[CH:21]=[CH:20][CH:19]=[C:18]([N+:22]([O-:24])=[O:23])[CH:17]=1)[C:12]([OH:14])=O.[C:25](=O)([O-])[O-].[Cs+].[Cs+].CN([CH:34]=[O:35])C, predict the reaction product. The product is: [CH2:5]([O:10][C:11](=[CH:15][C:16]1[CH:21]=[CH:20][CH:19]=[C:18]([N+:22]([O-:24])=[O:23])[CH:17]=1)[C:12]([O:35][CH2:34][CH3:25])=[O:14])[CH3:6].